Predict the product of the given reaction. From a dataset of Forward reaction prediction with 1.9M reactions from USPTO patents (1976-2016). (1) Given the reactants [Cl:1][C:2]1[CH:3]=[CH:4][C:5]2[N:11]3[C:12]([CH2:15][F:16])=[N:13][N:14]=[C:10]3[C@H:9]([CH2:17][C:18]3[S:19][C:20]([CH2:23][CH2:24][C:25]([O:27]C)=[O:26])=[CH:21][N:22]=3)[S:8][C@@H:7]([C:29]3[CH:34]=[CH:33][CH:32]=[C:31]([O:35][CH3:36])[C:30]=3[O:37][CH3:38])[C:6]=2[CH:39]=1.C(=O)([O-])[O-].[K+].[K+], predict the reaction product. The product is: [Cl:1][C:2]1[CH:3]=[CH:4][C:5]2[N:11]3[C:12]([CH2:15][F:16])=[N:13][N:14]=[C:10]3[C@H:9]([CH2:17][C:18]3[S:19][C:20]([CH2:23][CH2:24][C:25]([OH:27])=[O:26])=[CH:21][N:22]=3)[S:8][C@@H:7]([C:29]3[CH:34]=[CH:33][CH:32]=[C:31]([O:35][CH3:36])[C:30]=3[O:37][CH3:38])[C:6]=2[CH:39]=1. (2) Given the reactants [F:1][C:2]([F:33])([F:32])[C:3]([C:9]1[CH:14]=[CH:13][C:12]([CH2:15][N:16]2[CH2:21][CH2:20][CH:19]([O:22][C:23]3[CH:28]=[CH:27][C:26]([N+:29]([O-])=O)=[CH:25][CH:24]=3)[CH2:18][CH2:17]2)=[CH:11][CH:10]=1)([OH:8])[C:4]([F:7])([F:6])[F:5], predict the reaction product. The product is: [NH2:29][C:26]1[CH:25]=[CH:24][C:23]([O:22][CH:19]2[CH2:20][CH2:21][N:16]([CH2:15][C:12]3[CH:11]=[CH:10][C:9]([C:3]([OH:8])([C:2]([F:33])([F:1])[F:32])[C:4]([F:5])([F:6])[F:7])=[CH:14][CH:13]=3)[CH2:17][CH2:18]2)=[CH:28][CH:27]=1. (3) Given the reactants [C:1]1([CH3:11])[CH:6]=[CH:5][C:4]([S:7](Cl)(=[O:9])=[O:8])=[CH:3][CH:2]=1.[N-:12]=[N+:13]=[N-:14].[Na+], predict the reaction product. The product is: [C:1]1([CH3:11])[CH:6]=[CH:5][C:4]([S:7]([N:12]=[N+:13]=[N-:14])(=[O:9])=[O:8])=[CH:3][CH:2]=1. (4) Given the reactants C[O:2][C:3]([C:5]1[CH:10]=[CH:9][C:8]([OH:11])=[CH:7][N:6]=1)=[O:4].C(=O)([O-])[O-].[Cs+].[Cs+].FC(F)(F)S(O[CH2:24][CH:25]([F:27])[F:26])(=O)=O.[Li+].[OH-].Cl, predict the reaction product. The product is: [F:26][CH:25]([F:27])[CH2:24][O:11][C:8]1[CH:9]=[CH:10][C:5]([C:3]([OH:2])=[O:4])=[N:6][CH:7]=1.